From a dataset of Forward reaction prediction with 1.9M reactions from USPTO patents (1976-2016). Predict the product of the given reaction. (1) Given the reactants [C:1]1([C:7]([C:22]2[CH:27]=[CH:26][CH:25]=[CH:24][CH:23]=2)([C:16]2[CH:21]=[CH:20][CH:19]=[CH:18][CH:17]=2)[O:8][C@@H:9]2[CH2:15][CH2:14][CH2:13][C@@H:12]3[C@H:10]2[O:11]3)[CH:6]=[CH:5][CH:4]=[CH:3][CH:2]=1.[N-:28]=[N+:29]=[N-:30].[Na+], predict the reaction product. The product is: [N:28]([C@H:12]1[CH2:13][CH2:14][CH2:15][C@@H:9]([O:8][C:7]([C:22]2[CH:27]=[CH:26][CH:25]=[CH:24][CH:23]=2)([C:16]2[CH:21]=[CH:20][CH:19]=[CH:18][CH:17]=2)[C:1]2[CH:6]=[CH:5][CH:4]=[CH:3][CH:2]=2)[C@@H:10]1[OH:11])=[N+:29]=[N-:30]. (2) Given the reactants [CH:1]([C:4]1[N:5]=[C:6]2[C:11]([C:12]([F:15])([F:14])[F:13])=[CH:10][CH:9]=[CH:8][N:7]2[C:16]=1[C:17]1[CH:18]=[C:19]([OH:23])[CH:20]=[CH:21][CH:22]=1)([CH3:3])[CH3:2].F[C:25]1[CH:30]=[CH:29][CH:28]=[C:27]([S:31]([C:34]([F:37])([F:36])[F:35])(=[O:33])=[O:32])[CH:26]=1.C(=O)([O-])[O-].[K+].[K+], predict the reaction product. The product is: [CH:1]([C:4]1[N:5]=[C:6]2[C:11]([C:12]([F:15])([F:14])[F:13])=[CH:10][CH:9]=[CH:8][N:7]2[C:16]=1[C:17]1[CH:22]=[CH:21][CH:20]=[C:19]([O:23][C:29]2[CH:30]=[CH:25][CH:26]=[C:27]([S:31]([C:34]([F:35])([F:37])[F:36])(=[O:33])=[O:32])[CH:28]=2)[CH:18]=1)([CH3:3])[CH3:2]. (3) Given the reactants [CH3:1][C:2]1[N:3]([CH2:14][CH2:15][O:16][CH2:17][C:18]#[C:19][C:20]2[CH:25]=[CH:24][CH:23]=[CH:22][CH:21]=2)[C:4]2[C:9]([CH3:10])=[C:8]([CH3:11])[N:7]=[C:6]([NH2:12])[C:5]=2[N:13]=1, predict the reaction product. The product is: [CH3:1][C:2]1[N:3]([CH2:14][CH2:15][O:16][CH2:17][CH2:18][CH2:19][C:20]2[CH:25]=[CH:24][CH:23]=[CH:22][CH:21]=2)[C:4]2[C:9]([CH3:10])=[C:8]([CH3:11])[N:7]=[C:6]([NH2:12])[C:5]=2[N:13]=1. (4) Given the reactants [NH:1]1[CH:5]=[C:4]([CH2:6][CH:7]2[CH2:16][CH2:15][C:14]3[C:9](=[CH:10][CH:11]=[CH:12][CH:13]=3)[C:8]2=[O:17])[N:3]=[CH:2]1.C(N(CC)CC)C.[C:25]1([C:31](Cl)([C:38]2[CH:43]=[CH:42][CH:41]=[CH:40][CH:39]=2)[C:32]2[CH:37]=[CH:36][CH:35]=[CH:34][CH:33]=2)[CH:30]=[CH:29][CH:28]=[CH:27][CH:26]=1, predict the reaction product. The product is: [C:31]([N:1]1[CH:5]=[C:4]([CH2:6][CH:7]2[CH2:16][CH2:15][C:14]3[C:9](=[CH:10][CH:11]=[CH:12][CH:13]=3)[C:8]2=[O:17])[N:3]=[CH:2]1)([C:25]1[CH:30]=[CH:29][CH:28]=[CH:27][CH:26]=1)([C:38]1[CH:39]=[CH:40][CH:41]=[CH:42][CH:43]=1)[C:32]1[CH:33]=[CH:34][CH:35]=[CH:36][CH:37]=1. (5) Given the reactants Cl.C[O:3][C:4](=[O:39])[C:5]1[CH:10]=[CH:9][C:8]([CH2:11][O:12][C:13]2[CH:18]=[CH:17][C:16]([CH2:19][C@H:20]([NH2:38])[C:21]3[N:22]([CH2:34][CH2:35][CH2:36][CH3:37])[CH:23]=[C:24]([C:26]4[CH:31]=[CH:30][C:29]([Cl:32])=[CH:28][C:27]=4[Cl:33])[N:25]=3)=[CH:15][CH:14]=2)=[CH:7][CH:6]=1.[CH2:40]([C:44]1[CH:49]=[CH:48][C:47]([S:50](Cl)(=[O:52])=[O:51])=[CH:46][CH:45]=1)[CH2:41][CH2:42][CH3:43], predict the reaction product. The product is: [CH2:40]([C:44]1[CH:49]=[CH:48][C:47]([S:50]([NH:38][C@H:20]([C:21]2[N:22]([CH2:34][CH2:35][CH2:36][CH3:37])[CH:23]=[C:24]([C:26]3[CH:31]=[CH:30][C:29]([Cl:32])=[CH:28][C:27]=3[Cl:33])[N:25]=2)[CH2:19][C:16]2[CH:15]=[CH:14][C:13]([O:12][CH2:11][C:8]3[CH:7]=[CH:6][C:5]([C:4]([OH:3])=[O:39])=[CH:10][CH:9]=3)=[CH:18][CH:17]=2)(=[O:52])=[O:51])=[CH:46][CH:45]=1)[CH2:41][CH2:42][CH3:43]. (6) Given the reactants CC1CCCN(C)C1(C)C.C([Li])CCC.[CH3:16][C:17]([CH3:22])([CH2:20][CH3:21])[CH:18]=[O:19].[F:23][C:24]([F:37])([F:36])[C:25]1[CH:30]=[CH:29][C:28]([C:31]2[O:32][CH:33]=[N:34][N:35]=2)=[CH:27][CH:26]=1, predict the reaction product. The product is: [CH3:16][C:17]([CH3:22])([CH2:20][CH3:21])[CH:18]([C:33]1[O:32][C:31]([C:28]2[CH:27]=[CH:26][C:25]([C:24]([F:36])([F:37])[F:23])=[CH:30][CH:29]=2)=[N:35][N:34]=1)[OH:19]. (7) Given the reactants [C:1]1([C:7]2[C:14]3[S:13][C:12]([NH2:15])=[N:11][C:10]=3[NH:9][N:8]=2)[CH:6]=[CH:5][CH:4]=[CH:3][CH:2]=1.[Cl:16][C:17]1[S:18][C:19]([C:23](Cl)=[O:24])=[C:20]([CH3:22])[N:21]=1.C1(C)C=CC=CC=1.C(O)C(N)(CO)CO, predict the reaction product. The product is: [C:1]1([C:7]2[C:14]3[S:13][C:12]([NH:15][C:23]([C:19]4[S:18][C:17]([Cl:16])=[N:21][C:20]=4[CH3:22])=[O:24])=[N:11][C:10]=3[NH:9][N:8]=2)[CH:2]=[CH:3][CH:4]=[CH:5][CH:6]=1. (8) Given the reactants CCN(CC)CC.N1C=CC=CC=1.[CH2:14]([O:16][C:17]([C:19]1[NH:20][C:21]2[C:26]([C:27]=1[I:28])=[CH:25][C:24]([C:29]1[CH:34]=[CH:33][C:32]([C:35]([F:38])([F:37])[F:36])=[CH:31][CH:30]=1)=[CH:23][CH:22]=2)=[O:18])[CH3:15].[CH:39]1([O:44][C:45]2[CH:50]=[CH:49][C:48](B(O)O)=[CH:47][CH:46]=2)[CH2:43][CH2:42][CH2:41][CH2:40]1, predict the reaction product. The product is: [CH2:14]([O:16][C:17]([C:19]1[N:20]([C:48]2[CH:49]=[CH:50][C:45]([O:44][CH:39]3[CH2:43][CH2:42][CH2:41][CH2:40]3)=[CH:46][CH:47]=2)[C:21]2[C:26]([C:27]=1[I:28])=[CH:25][C:24]([C:29]1[CH:34]=[CH:33][C:32]([C:35]([F:37])([F:38])[F:36])=[CH:31][CH:30]=1)=[CH:23][CH:22]=2)=[O:18])[CH3:15].